From a dataset of Reaction yield outcomes from USPTO patents with 853,638 reactions. Predict the reaction yield, written as a fraction of the theoretical maximum amount of product (1.0 means a 100% yield; for example, 0.34 means a 34% yield). (1) The reactants are Cl.Cl.[NH2:3][CH:4]1[CH2:13][C:12]2[C:7](=[CH:8][CH:9]=[C:10]([C:14]#[N:15])[CH:11]=2)[NH:6][CH2:5]1.[C:16](O)(=[O:25])[C@H:17]([C:19]1[CH:24]=[CH:23][CH:22]=[CH:21][CH:20]=1)[OH:18].CCN=C=NCCCN(C)C.C1C=CC2N(O)N=NC=2C=1.CN1CCOCC1. The catalyst is CN(C=O)C.CCOC(C)=O. The product is [C:14]([C:10]1[CH:11]=[C:12]2[C:7](=[CH:8][CH:9]=1)[NH:6][CH2:5][C@@H:4]([NH:3][C:16](=[O:25])[C@@H:17]([OH:18])[C:19]1[CH:24]=[CH:23][CH:22]=[CH:21][CH:20]=1)[CH2:13]2)#[N:15]. The yield is 0.200. (2) The reactants are [CH:1]1([C:4]2[NH:5][C:6]3[CH:12]=[C:11]([NH2:13])[CH:10]=[CH:9][C:7]=3[N:8]=2)[CH2:3][CH2:2]1.[Br:14]Br. The catalyst is CC(O)=O. The product is [CH:1]1([C:4]2[NH:5][C:6]3[C:12]([Br:14])=[C:11]([NH2:13])[CH:10]=[CH:9][C:7]=3[N:8]=2)[CH2:3][CH2:2]1. The yield is 0.950. (3) The reactants are [Cl:1][C:2]1[N:7]=[C:6]([OH:8])[CH:5]=[CH:4][CH:3]=1.Cl[C:10]([F:15])([F:14])C([O-])=O.[Na+].[OH-].[Na+]. The catalyst is CN(C=O)C. The product is [Cl:1][C:2]1[CH:3]=[CH:4][CH:5]=[C:6]([O:8][CH:10]([F:15])[F:14])[N:7]=1. The yield is 0.530. (4) The reactants are [C:1]1([OH:9])[CH:6]=[C:5]([CH3:7])[CH:4]=[C:3]([CH3:8])[CH:2]=1.[C:10](=O)([O-])[O-].[K+].[K+].CN(C=O)C.IC. The catalyst is O. The product is [CH3:10][O:9][C:1]1[CH:6]=[C:5]([CH3:7])[CH:4]=[C:3]([CH3:8])[CH:2]=1. The yield is 0.900. (5) The yield is 0.953. The product is [CH3:1][N:2]1[C@@H:18]2[CH2:19][C:7]3[CH:8]=[CH:9][C:10]([O:22][CH3:23])=[C:11]4[O:12][C@H:13]5[C:14]([O:20][CH3:21])=[CH:15][CH2:16][C@@H:17]2[C@:5]5([C:6]=34)[CH2:4][CH2:3]1. The reactants are [CH3:1][N:2]1[C@@H:18]2[CH2:19][C:7]3[CH:8]=[CH:9][C:10]([O:22][CH3:23])=[C:11]4[O:12][C@H:13]5[C:14]([O:20][CH3:21])=[CH:15][CH:16]=[C:17]2[C@:5]5([C:6]=34)[CH2:4][CH2:3]1.C(CN)O.O. The catalyst is COCCO. (6) The reactants are FC(F)(F)C(O)=O.[C:8]1(=[C:14]([C:30]2[CH:35]=[CH:34][C:33]([OH:36])=[C:32]([F:37])[CH:31]=2)[C:15]2[CH:20]=[CH:19][C:18](/[CH:21]=[CH:22]/[C:23]([O:25]C(C)(C)C)=[O:24])=[CH:17][CH:16]=2)[CH2:13][CH2:12][CH2:11][CH2:10][CH2:9]1. The catalyst is C(Cl)Cl. The product is [C:8]1(=[C:14]([C:30]2[CH:35]=[CH:34][C:33]([OH:36])=[C:32]([F:37])[CH:31]=2)[C:15]2[CH:16]=[CH:17][C:18](/[CH:21]=[CH:22]/[C:23]([OH:25])=[O:24])=[CH:19][CH:20]=2)[CH2:13][CH2:12][CH2:11][CH2:10][CH2:9]1. The yield is 0.780.